Dataset: Forward reaction prediction with 1.9M reactions from USPTO patents (1976-2016). Task: Predict the product of the given reaction. (1) The product is: [Cl:6][C:7]1[CH:12]=[C:11]([C:1]#[C:2][CH3:3])[CH:10]=[C:9]([CH2:22][CH3:23])[C:8]=1[C:24]1[C:25](=[O:34])[CH:26]2[CH2:33][CH:29]([C:30]=1[O:31][CH3:32])[CH2:28][CH2:27]2. Given the reactants [C:1](I)#[C:2][CH3:3].O.[Cl:6][C:7]1[CH:12]=[C:11](B2OC(C)(C)C(C)(C)O2)[CH:10]=[C:9]([CH2:22][CH3:23])[C:8]=1[C:24]1[C:25](=[O:34])[CH:26]2[CH2:33][CH:29]([C:30]=1[O:31][CH3:32])[CH2:28][CH2:27]2.C(=O)([O-])[O-].[K+].[K+], predict the reaction product. (2) Given the reactants [Br:1][C:2]1[CH:3]=[CH:4][C:5]([C:8]([OH:10])=[O:9])=[N:6][CH:7]=1.OS(O)(=O)=O.[CH3:16]O, predict the reaction product. The product is: [CH3:16][O:9][C:8]([C:5]1[CH:4]=[CH:3][C:2]([Br:1])=[CH:7][N:6]=1)=[O:10]. (3) Given the reactants F[C:2]1[C:7](=[O:8])[N:6]([CH3:9])[C:5]([C:10]#[N:11])=[CH:4][CH:3]=1.Cl.[NH2:13][C@H:14]([C:16]1[C:17](=[O:29])[NH:18][C:19]2[C:24]([CH:25]=1)=[CH:23][C:22]([Cl:26])=[C:21]([O:27][CH3:28])[CH:20]=2)[CH3:15].C(N(CC)C(C)C)(C)C, predict the reaction product. The product is: [Cl:26][C:22]1[CH:23]=[C:24]2[C:19](=[CH:20][C:21]=1[O:27][CH3:28])[NH:18][C:17](=[O:29])[C:16]([C@@H:14]([NH:13][C:2]1[C:7](=[O:8])[N:6]([CH3:9])[C:5]([C:10]#[N:11])=[CH:4][CH:3]=1)[CH3:15])=[CH:25]2. (4) Given the reactants CC1(C)OO1.S[CH2:7][CH2:8][O:9][CH2:10][CH2:11][O:12][CH2:13][CH2:14]S.[CH:16]([O:18][CH2:19][CH2:20][O:21]CCOC=C)=[CH2:17], predict the reaction product. The product is: [CH2:7]=[CH:8][O:9][CH2:10][CH2:11][O:12][CH2:13][CH2:14][O:21][CH2:20][CH2:19][O:18][CH:16]=[CH2:17]. (5) The product is: [Br:1][C:2]1[CH:3]=[C:4]2[C:8](=[CH:9][CH:10]=1)[N:7]([CH2:18][C:19]#[N:20])[N:6]=[C:5]2[CH:11]1[CH2:14][CH2:13][CH2:12]1. Given the reactants [Br:1][C:2]1[CH:3]=[C:4]2[C:8](=[CH:9][CH:10]=1)[NH:7][N:6]=[C:5]2[CH:11]1[CH2:14][CH2:13][CH2:12]1.[H-].[Na+].Cl[CH2:18][C:19]#[N:20], predict the reaction product. (6) The product is: [Cl:1][C:2]1[N:7]=[C:6]([NH:8][CH2:9][CH3:10])[C:5]([C:11]([F:23])=[O:13])=[CH:4][N:3]=1. Given the reactants [Cl:1][C:2]1[N:7]=[C:6]([NH:8][CH2:9][CH3:10])[C:5]([C:11]([OH:13])=O)=[CH:4][N:3]=1.C(N(CC)CC)C.N1C(F)=NC(F)=NC=1[F:23].C([O-])(O)=O.[Na+], predict the reaction product. (7) Given the reactants N([O-])=O.[Na+].N[C:6]1[CH:7]=[CH:8][C:9]([C:12]#[N:13])=[N:10][CH:11]=1.N1C=CC=CC=1.[FH:20], predict the reaction product. The product is: [F:20][C:6]1[CH:7]=[CH:8][C:9]([C:12]#[N:13])=[N:10][CH:11]=1. (8) Given the reactants [OH:1][N:2]=[C:3]([C:8]([O:10]C)=[O:9])[C:4]([O:6]C)=[O:5].[OH-].[Na+].[N+]([O-])(O)=O.[N+]([O-])([O-])=O.[Cu+2:22].[N+]([O-])([O-])=O, predict the reaction product. The product is: [OH:1][N:2]=[C:3]([C:8]([O-:10])=[O:9])[C:4]([O-:6])=[O:5].[Cu+2:22].